From a dataset of Peptide-MHC class II binding affinity with 134,281 pairs from IEDB. Regression. Given a peptide amino acid sequence and an MHC pseudo amino acid sequence, predict their binding affinity value. This is MHC class II binding data. (1) The peptide sequence is YDKFLANVSTVLWGK. The MHC is DRB1_0802 with pseudo-sequence DRB1_0802. The binding affinity (normalized) is 0.670. (2) The peptide sequence is KMIGGIGGFIKVRQYDQIPI. The MHC is HLA-DPA10201-DPB10501 with pseudo-sequence HLA-DPA10201-DPB10501. The binding affinity (normalized) is 0.389. (3) The peptide sequence is ASVIPPARLFKAFVL. The MHC is HLA-DPA10201-DPB10501 with pseudo-sequence HLA-DPA10201-DPB10501. The binding affinity (normalized) is 0.461. (4) The peptide sequence is TVVMQVKVPKGAPCR. The MHC is DRB1_0401 with pseudo-sequence DRB1_0401. The binding affinity (normalized) is 0.369. (5) The peptide sequence is EVLGFRMVQDERVGR. The MHC is DRB1_0701 with pseudo-sequence DRB1_0701. The binding affinity (normalized) is 0.451. (6) The peptide sequence is TALTGAMRVTKDTND. The MHC is DRB1_0404 with pseudo-sequence DRB1_0404. The binding affinity (normalized) is 0.319.